This data is from Full USPTO retrosynthesis dataset with 1.9M reactions from patents (1976-2016). The task is: Predict the reactants needed to synthesize the given product. (1) Given the product [CH3:1][O:2][C:3]1[C:13]([N+:14]([O-:16])=[O:15])=[CH:12][C:6]2[NH:7][C:8](=[O:11])[CH2:9][O:10][C:5]=2[CH:4]=1, predict the reactants needed to synthesize it. The reactants are: [CH3:1][O:2][C:3]1[CH:13]=[CH:12][C:6]2[NH:7][C:8](=[O:11])[CH2:9][O:10][C:5]=2[CH:4]=1.[N+:14]([O-])([OH:16])=[O:15]. (2) Given the product [C:1]([O:5][C:6]([N:8]1[C:16]2[CH:15]=[C:14]([C:22]3[CH:23]=[CH:24][O:20][CH:21]=3)[N:13]=[CH:12][C:11]=2[C:10]([CH3:19])([CH3:18])[CH2:9]1)=[O:7])([CH3:4])([CH3:3])[CH3:2], predict the reactants needed to synthesize it. The reactants are: [C:1]([O:5][C:6]([N:8]1[C:16]2[CH:15]=[C:14](Cl)[N:13]=[CH:12][C:11]=2[C:10]([CH3:19])([CH3:18])[CH2:9]1)=[O:7])([CH3:4])([CH3:3])[CH3:2].[O:20]1[CH:24]=[CH:23][C:22](B(O)O)=[CH:21]1. (3) Given the product [F:1][C:2]1[C:11]([O:12][S:20]([C:23]([F:26])([F:25])[F:24])(=[O:22])=[O:21])=[CH:10][CH:9]=[C:8]([F:13])[C:3]=1[C:4]([O:6][CH3:7])=[O:5], predict the reactants needed to synthesize it. The reactants are: [F:1][C:2]1[C:11]([OH:12])=[CH:10][CH:9]=[C:8]([F:13])[C:3]=1[C:4]([O:6][CH3:7])=[O:5].N1C=CC=CC=1.[S:20](O[S:20]([C:23]([F:26])([F:25])[F:24])(=[O:22])=[O:21])([C:23]([F:26])([F:25])[F:24])(=[O:22])=[O:21].Cl. (4) Given the product [Cl:1][C:2]1[CH:3]=[C:4]([C@@H:8]([OH:35])[CH2:9][NH:10][CH2:11][CH2:12][CH2:13][C:14]2[CH:15]=[CH:16][C:17]([S:20]([C:23]3[CH:33]=[CH:32][C:26]([C:27]([O-:29])=[O:28])=[C:25]([CH3:34])[CH:24]=3)(=[O:21])=[O:22])=[CH:18][CH:19]=2)[CH:5]=[CH:6][CH:7]=1.[Na+:37], predict the reactants needed to synthesize it. The reactants are: [Cl:1][C:2]1[CH:3]=[C:4]([C@@H:8]([OH:35])[CH2:9][NH:10][CH2:11][CH2:12][CH2:13][C:14]2[CH:19]=[CH:18][C:17]([S:20]([C:23]3[CH:33]=[CH:32][C:26]([C:27]([O:29]CC)=[O:28])=[C:25]([CH3:34])[CH:24]=3)(=[O:22])=[O:21])=[CH:16][CH:15]=2)[CH:5]=[CH:6][CH:7]=1.[OH-].[Na+:37].